Dataset: Full USPTO retrosynthesis dataset with 1.9M reactions from patents (1976-2016). Task: Predict the reactants needed to synthesize the given product. (1) Given the product [Br:1][C:2]1[CH:11]=[C:10]2[C:5]([CH2:6][C:7]([CH2:14][OH:15])([CH3:13])[CH2:8][C:9]2=[O:12])=[CH:4][CH:3]=1, predict the reactants needed to synthesize it. The reactants are: [Br:1][C:2]1[CH:11]=[C:10]2[C:5]([CH2:6][C:7]([CH2:14][OH:15])([CH3:13])[CH2:8][CH:9]2[OH:12])=[CH:4][CH:3]=1. (2) Given the product [CH2:28]([S:21][C:12]1[N:11]([C:8]2[CH:9]=[CH:10][C:5]([O:4][CH2:3][C:2]([F:1])([F:26])[C:22]([F:23])([F:24])[F:25])=[CH:6][CH:7]=2)[C:16](=[O:17])[C:15]2[CH:18]=[CH:19][NH:20][C:14]=2[N:13]=1)[CH3:29], predict the reactants needed to synthesize it. The reactants are: [F:1][C:2]([F:26])([C:22]([F:25])([F:24])[F:23])[CH2:3][O:4][C:5]1[CH:10]=[CH:9][C:8]([N:11]2[C:16](=[O:17])[C:15]3[CH:18]=[CH:19][NH:20][C:14]=3[NH:13][C:12]2=[S:21])=[CH:7][CH:6]=1.I[CH2:28][CH3:29].C(=O)([O-])O.[Na+].